Dataset: Catalyst prediction with 721,799 reactions and 888 catalyst types from USPTO. Task: Predict which catalyst facilitates the given reaction. (1) Reactant: Br[C:2]1[C:3]([CH3:22])=[C:4]([CH3:21])[C:5]2[O:9][C:8]([CH3:11])([CH3:10])[CH:7]([C:12]3[CH:17]=[CH:16][C:15]([CH3:18])=[CH:14][CH:13]=3)[C:6]=2[C:19]=1[CH3:20].[C:23]1([C@@H:29]([NH2:31])[CH3:30])[CH:28]=[CH:27][CH:26]=[CH:25][CH:24]=1.CC(C)([O-])C.[Na+].Cl. Product: [C:23]1([C@@H:29]([NH:31][C:2]2[C:3]([CH3:22])=[C:4]([CH3:21])[C:5]3[O:9][C:8]([CH3:11])([CH3:10])[CH:7]([C:12]4[CH:17]=[CH:16][C:15]([CH3:18])=[CH:14][CH:13]=4)[C:6]=3[C:19]=2[CH3:20])[CH3:30])[CH:28]=[CH:27][CH:26]=[CH:25][CH:24]=1. The catalyst class is: 487. (2) Reactant: [N:1]1[CH:6]=[CH:5][C:4]([CH2:7][NH:8][C:9]([C:11]2[S:19][C:18]3[N:13]([C:14](=[O:22])[NH:15][C:16](=[O:21])[C:17]=3[CH3:20])[CH:12]=2)=[O:10])=[CH:3][CH:2]=1.C(=O)([O-])[O-].[Cs+].[Cs+].[C:29]([C:31]1[CH:32]=[C:33]([CH:36]=[CH:37][CH:38]=1)[CH2:34]Br)#[N:30].[ClH:39]. Product: [ClH:39].[N:1]1[CH:6]=[CH:5][C:4]([CH2:7][NH:8][C:9]([C:11]2[S:19][C:18]3[N:13]([C:14](=[O:22])[N:15]([CH2:34][C:33]4[CH:36]=[CH:37][CH:38]=[C:31]([C:29]#[N:30])[CH:32]=4)[C:16](=[O:21])[C:17]=3[CH3:20])[CH:12]=2)=[O:10])=[CH:3][CH:2]=1. The catalyst class is: 9. (3) Reactant: [CH3:1][O:2][C:3]1[CH:4]=[C:5]2[C:10](=[CH:11][C:12]=1[O:13][CH3:14])[N:9]=[CH:8][CH:7]=[C:6]2[O:15][C:16]1[CH:21]=[CH:20][C:19]([N+:22]([O-])=O)=[CH:18][N:17]=1.C1COCC1.CO. Product: [CH3:1][O:2][C:3]1[CH:4]=[C:5]2[C:10](=[CH:11][C:12]=1[O:13][CH3:14])[N:9]=[CH:8][CH:7]=[C:6]2[O:15][C:16]1[N:17]=[CH:18][C:19]([NH2:22])=[CH:20][CH:21]=1. The catalyst class is: 3. (4) Reactant: [C:1](Cl)(=[O:5])[O:2][CH2:3][Cl:4].[CH2:7]([NH2:13])[CH2:8][CH2:9][CH2:10][CH2:11][CH3:12].N1C=CC=CC=1. Product: [CH2:7]([NH:13][C:1](=[O:5])[O:2][CH2:3][Cl:4])[CH2:8][CH2:9][CH2:10][CH2:11][CH3:12]. The catalyst class is: 2.